Dataset: Full USPTO retrosynthesis dataset with 1.9M reactions from patents (1976-2016). Task: Predict the reactants needed to synthesize the given product. (1) Given the product [CH2:1]([O:5][C:6]1[CH:7]=[CH:8][C:9]([C:12]2([CH3:18])[NH:19][C:20](=[O:24])[C:21]([C:22]#[N:23])=[C:14]([OH:16])[CH2:13]2)=[CH:10][CH:11]=1)[CH2:2][CH2:3][CH3:4], predict the reactants needed to synthesize it. The reactants are: [CH2:1]([O:5][C:6]1[CH:11]=[CH:10][C:9]([C:12]([NH:19][C:20](=[O:24])[CH2:21][C:22]#[N:23])([CH3:18])[CH2:13][C:14]([O:16]C)=O)=[CH:8][CH:7]=1)[CH2:2][CH2:3][CH3:4].C[O-].[Na+]. (2) The reactants are: BrC1C=CC(NC(=CC([O-])=O)C(OC)=O)=C(OC)C=1.[CH3:20][O:21][C:22](=[O:36])[C:23]([NH:28][C:29]1[CH:34]=[CH:33][CH:32]=[CH:31][C:30]=1[Br:35])=[CH:24][C:25]([O-:27])=O. Given the product [CH3:20][O:21][C:22]([C:23]1[CH:24]=[C:25]([OH:27])[C:34]2[C:29](=[C:30]([Br:35])[CH:31]=[CH:32][CH:33]=2)[N:28]=1)=[O:36], predict the reactants needed to synthesize it. (3) Given the product [CH3:9][CH2:10][CH2:1][CH:2]([CH3:11])[CH3:3].[CH:1]1[C:10]2[C:5](=[CH:6][CH:7]=[CH:8][CH:9]=2)[CH:4]=[CH:3][C:2]=1[CH2:11][CH2:12][O:13][CH2:2][CH2:11][C:12]([O:13][C:16]([CH3:15])([CH3:17])[CH3:21])=[O:14], predict the reactants needed to synthesize it. The reactants are: [CH:1]1[C:10]2[C:5](=[CH:6][CH:7]=[CH:8][CH:9]=2)[CH:4]=[CH:3][C:2]=1[CH2:11][CH2:12][OH:13].[OH-:14].[CH2:15]([N+](C)(C)C)[C:16]1[CH:21]=CC=C[CH:17]=1.